From a dataset of Experimentally validated miRNA-target interactions with 360,000+ pairs, plus equal number of negative samples. Binary Classification. Given a miRNA mature sequence and a target amino acid sequence, predict their likelihood of interaction. (1) The miRNA is dre-let-7f with sequence UGAGGUAGUAGAUUGUAUAGUU. The protein sequence of the target gene is MGSENSALKSYTLRESPFTLPSGLAVYPAILQDGKCASVFVYKRENEDKVNKAAKHLKTLRHPCLLRFLSCTVEADGIHLVTERVQPLEVALETLSPAEVCAGIYDILLALIFLHDRGHLTHNNVCLSSVFVSEDGHWKLGGMETVCQVPQATPEFLRNIQSVRDPASIPPEEMSPEFSGLPESHGHARDAYAFGALVDSLLPIFNEQVSADVLSSFLQILHSALLNPMPECRPALSTLLSHDFFRNDFLEVVNFLKSLTLKSEDEKTEFFKFLLDRVSCLSEELIASRLVPLLLNQLVF.... Result: 0 (no interaction). (2) The miRNA is mmu-miR-467e-5p with sequence AUAAGUGUGAGCAUGUAUAUGU. The protein sequence of the target gene is MHLLLVQLLVLLPLGKADLCVDGCQSQGSLSFPLLERGRRDLHVANHEEAEDKPDLFVAVPHLMGTSLAGEGQRQRGKMLSRLGRFWKKPETEFYPPRDVESDHVSSGMQAVTQPADGRKVERSPLQEEAKRFWHRFMFRKGPAFQGVILPIKSHEVHWETCRTVPFNQTIAHEDCQKVVVQNNLCFGKCSSIRFPGEGADAHSFCSHCSPTKFTTVHLMLNCTSPTPVVKMVMQVEECQCMVKTERGEERLLLAGSQGSFIPGLPASKTNP. Result: 0 (no interaction). (3) The miRNA is rno-miR-301a-3p with sequence CAGUGCAAUAGUAUUGUCAAAGC. The protein sequence of the target gene is MGAAGSSALARFVLLAQSRPGWLGVAALGLTAVALGAVAWRRAWPTRRRRLLQQVGTVAQLWIYPVKSCKGVPVSEAECTAMGLRSGNLRDRFWLVINQEGNMVTARQEPRLVLISLTCDGDTLTLSAAYTKDLLLPIKTPTTNAVHKCRVHGLEIEGRDCGEATAQWITSFLKSQPYRLVHFEPHMRPRRPHQIADLFRPKDQIAYSDTSPFLILSEASLADLNSRLEKKVKATNFRPNIVISGCDVYAEDSWDELLIGDVELKRVMACSRCILTTVDPDTGVMSRKEPLETLKSYRQC.... Result: 0 (no interaction).